Predict which catalyst facilitates the given reaction. From a dataset of Catalyst prediction with 721,799 reactions and 888 catalyst types from USPTO. Reactant: C([N:4]1[CH:8]=[CH:7][N:6]=[C:5]1[C:9]1[S:13][C:12]([C:14]2[CH:19]=[CH:18][N:17]=[C:16]([NH:20][C:21](=[O:23])[CH3:22])[CH:15]=2)=[CH:11][C:10]=1[C:24]1[CH:29]=[CH:28][C:27]([Cl:30])=[CH:26][C:25]=1[Cl:31])C=C.C(O)(=O)C.C1([SiH3])C=CC=CC=1. Product: [Cl:31][C:25]1[CH:26]=[C:27]([Cl:30])[CH:28]=[CH:29][C:24]=1[C:10]1[CH:11]=[C:12]([C:14]2[CH:19]=[CH:18][N:17]=[C:16]([NH:20][C:21](=[O:23])[CH3:22])[CH:15]=2)[S:13][C:9]=1[C:5]1[NH:6][CH:7]=[CH:8][N:4]=1. The catalyst class is: 532.